From a dataset of Drug-target binding data from BindingDB using IC50 measurements. Regression. Given a target protein amino acid sequence and a drug SMILES string, predict the binding affinity score between them. We predict pIC50 (pIC50 = -log10(IC50 in M); higher means more potent). Dataset: bindingdb_ic50. (1) The pIC50 is 6.2. The compound is CC(=O)N(C)/N=N/c1ccc2ncnc(Nc3cccc(C)c3)c2c1. The target protein (Q01279) has sequence MRPSGTARTTLLVLLTALCAAGGALEEKKVCQGTSNRLTQLGTFEDHFLSLQRMYNNCEVVLGNLEITYVQRNYDLSFLKTIQEVAGYVLIALNTVERIPLENLQIIRGNALYENTYALAILSNYGTNRTGLRELPMRNLQEILIGAVRFSNNPILCNMDTIQWRDIVQNVFMSNMSMDLQSHPSSCPKCDPSCPNGSCWGGGEENCQKLTKIICAQQCSHRCRGRSPSDCCHNQCAAGCTGPRESDCLVCQKFQDEATCKDTCPPLMLYNPTTYQMDVNPEGKYSFGATCVKKCPRNYVVTDHGSCVRACGPDYYEVEEDGIRKCKKCDGPCRKVCNGIGIGEFKDTLSINATNIKHFKYCTAISGDLHILPVAFKGDSFTRTPPLDPRELEILKTVKEITGFLLIQAWPDNWTDLHAFENLEIIRGRTKQHGQFSLAVVGLNITSLGLRSLKEISDGDVIISGNRNLCYANTINWKKLFGTPNQKTKIMNNRAEKDCK.... (2) The compound is N[C@](CC1c2ccccc2Oc2ccccc21)(C(=O)O)[C@H]1C[C@@H]1C(=O)O. The target protein (P35349) has sequence MGRLPVLLLWLAWWLSQAGIACGAGSVRLAGGLTLGGLFPVHARGAAGRACGALKKEQGVHRLEAMLYALDRVNADPELLPGVRLGARLLDTCSRDTYALEQALSFVQALIRGRGDGDEASVRCPGGVPPLRSAPPERVVAVVGASASSVSIMVANVLRLFAIPQISYASTAPELSDSTRYDFFSRVVPPDSYQAQAMVDIVRALGWNYVSTLASEGNYGESGVEAFVQISREAGGVCIAQSIKIPREPKPGEFHKVIRRLMETPNARGIIIFANEDDIRRVLEATRQANLTGHFLWVGSDSWGSKISPILNLEEEAVGAITILPKRASIDGFDQYFMTRSLENNRRNIWFAEFWEENFNCKLTSSGGQSDDSTRKCTGEERIGQDSAYEQEGKVQFVIDAVYAIAHALHSMHQALCPGHTGLCPAMEPTDGRTLLHYIRAVRFNGSAGTPVMFNENGDAPGRYDIFQYQATNGSASSGGYQAVGQWAEALRLDMEVLRW.... The pIC50 is 5.9. (3) The compound is CCc1ccc(C(=O)COc2ccc(CC3SC(=O)NC3=O)cc2)nc1. The target is CKENALLRYLLDKDD. The pIC50 is 4.6. (4) The small molecule is CCOCCCNC(=O)c1cc2cccc(NC(=O)Nc3cc(C(C)(C)C)nn3-c3ccc(C)cc3)c2[nH]1. The target protein (Q9QVP9) has sequence MSGVSEPLSRVKVGTLRRPEGPPEPMVVVPVDVEKEDVRILKVCFYSNSFNPGKNFKLVKCTVQTEIQEIITSILLSGRIGPNIQLAECYGLRLKHMKSDEIHWLHPQMTVGEVQDKYECLHVEAEWRYDLQIRYLPEDFMESLKEDRTTLLYFYQQLRNDYMQRYASKVSEGMALQLGCLELRRFFKDMPHNALDKKSNFELLEKEVGLDLFFPKQMQENLKPKQFRKMIQQTFQQYASLREEECVMKFFNTLAGFANIDQETYRCELIQGWNITVDLVIGPKGIRQLTSQDTKPTCLAEFKQIKSIRCLPLEETQAVLQLGIEGAPQSLSIKTSSLAEAENMADLIDGYCRLQGEHKGSLIMHAKKDGEKRNSLPQIPTLNLEARRSHLSESCSIESDIYAEIPDETLRRPGGPQYGVAREEVVLNRILGEGFFGEVYEGVYTNHKGEKINVAVKTCKKDCTQDNKEKFMSEAVIMKNLDHPHIVKLIGIIEEEPTWI.... The pIC50 is 6.5.